Task: Predict the reactants needed to synthesize the given product.. Dataset: Full USPTO retrosynthesis dataset with 1.9M reactions from patents (1976-2016) (1) Given the product [Br-:26].[C:1]([C:5]1[CH:24]=[CH:23][C:8]([C:9]([O:11][CH:12]([CH3:22])[CH2:13][N+:14]([CH:16]2[CH2:17][CH2:18][CH2:19][CH2:20][CH2:21]2)([CH3:25])[CH3:15])=[O:10])=[CH:7][CH:6]=1)([CH3:2])([CH3:4])[CH3:3], predict the reactants needed to synthesize it. The reactants are: [C:1]([C:5]1[CH:24]=[CH:23][C:8]([C:9]([O:11][CH:12]([CH3:22])[CH2:13][N:14]([CH:16]2[CH2:21][CH2:20][CH2:19][CH2:18][CH2:17]2)[CH3:15])=[O:10])=[CH:7][CH:6]=1)([CH3:4])([CH3:3])[CH3:2].[CH3:25][Br:26]. (2) Given the product [NH2:1][C:2]1[CH:9]=[CH:8][C:7]([Br:17])=[CH:6][C:3]=1[C:4]#[N:5], predict the reactants needed to synthesize it. The reactants are: [NH2:1][C:2]1[CH:9]=[CH:8][CH:7]=[CH:6][C:3]=1[C:4]#[N:5].C1C(=O)N([Br:17])C(=O)C1. (3) The reactants are: [CH3:1][O:2][C:3]1[CH:10]=[C:9]([O:11]C2CCCCO2)[CH:8]=[C:7]([CH3:18])[C:4]=1[CH:5]=[O:6]. Given the product [OH:11][C:9]1[CH:8]=[C:7]([CH3:18])[C:4]([CH:5]=[O:6])=[C:3]([O:2][CH3:1])[CH:10]=1, predict the reactants needed to synthesize it.